From a dataset of Forward reaction prediction with 1.9M reactions from USPTO patents (1976-2016). Predict the product of the given reaction. (1) The product is: [CH3:14][C:13]1([CH3:15])[N:9]([CH2:8][C:6]2[CH:5]=[CH:4][N:3]=[C:2]([NH:1][C:30]3[CH:31]=[N:32][CH:33]=[N:34][CH:35]=3)[CH:7]=2)[C:10](=[O:28])[N:11]([C:17]2[CH:22]=[CH:21][C:20]([S:23][C:24]([F:27])([F:26])[F:25])=[CH:19][CH:18]=2)[C:12]1=[O:16]. Given the reactants [NH2:1][C:2]1[CH:7]=[C:6]([CH2:8][N:9]2[C:13]([CH3:15])([CH3:14])[C:12](=[O:16])[N:11]([C:17]3[CH:22]=[CH:21][C:20]([S:23][C:24]([F:27])([F:26])[F:25])=[CH:19][CH:18]=3)[C:10]2=[O:28])[CH:5]=[CH:4][N:3]=1.Br[C:30]1[CH:31]=[N:32][CH:33]=[N:34][CH:35]=1.CC1(C)C2C=CC=C(P(C3C=CC=CC=3)C3C=CC=CC=3)C=2OC2C1=CC=CC=2P(C1C=CC=CC=1)C1C=CC=CC=1.C(=O)([O-])[O-].[Cs+].[Cs+], predict the reaction product. (2) Given the reactants ClCCl.O=C1CCC(=O)N1[O:11][C:12]([O:14][CH2:15][C:16]([CH3:22])([CH3:21])[C:17]([O:19][CH3:20])=[O:18])=O.OCC(C)(C)C(OC)=O.[C:32]1([C@H:42]([N:44]([CH2:52][C@@H:53]2[C@@H:57]([C:58]3[CH:63]=[CH:62][CH:61]=[CH:60][CH:59]=3)[CH2:56][NH:55][CH2:54]2)[C:45](=[O:51])[O:46][C:47]([CH3:50])([CH3:49])[CH3:48])[CH3:43])[C:41]2[C:36](=[CH:37][CH:38]=[CH:39][CH:40]=2)[CH:35]=[CH:34][CH:33]=1, predict the reaction product. The product is: [C:47]([O:46][C:45]([N:44]([CH2:52][C@@H:53]1[C@@H:57]([C:58]2[CH:59]=[CH:60][CH:61]=[CH:62][CH:63]=2)[CH2:56][N:55]([C:12]([O:14][CH2:15][C:16]([CH3:22])([CH3:21])[C:17]([O:19][CH3:20])=[O:18])=[O:11])[CH2:54]1)[C@@H:42]([C:32]1[C:41]2[C:36](=[CH:37][CH:38]=[CH:39][CH:40]=2)[CH:35]=[CH:34][CH:33]=1)[CH3:43])=[O:51])([CH3:49])([CH3:50])[CH3:48]. (3) Given the reactants [CH3:1][N:2]1[C:7]2[CH:8]=[C:9]([NH:12][C:13]([C:15]3[CH:20]=[CH:19][C:18]([C:21]4[CH:26]=[CH:25][CH:24]=[CH:23][CH:22]=4)=[C:17]([CH2:27][N:28]4[CH2:33][CH2:32][CH2:31][CH2:30][CH2:29]4)[CH:16]=3)=[O:14])[CH:10]=[CH:11][C:6]=2S[CH2:4][C:3]1=[O:34].[Cl:35]C1C=CC=C(C(OO)=O)C=1.[S:46]([O-:49])(O)=[O:47].[Na+].Cl, predict the reaction product. The product is: [ClH:35].[CH3:1][N:2]1[C:7]2[CH:8]=[C:9]([NH:12][C:13]([C:15]3[CH:20]=[CH:19][C:18]([C:21]4[CH:22]=[CH:23][CH:24]=[CH:25][CH:26]=4)=[C:17]([CH2:27][N:28]4[CH2:33][CH2:32][CH2:31][CH2:30][CH2:29]4)[CH:16]=3)=[O:14])[CH:10]=[CH:11][C:6]=2[S:46](=[O:49])(=[O:47])[CH2:4][C:3]1=[O:34]. (4) Given the reactants [CH:1]1([CH2:4][O:5][C:6]2[CH:7]=[C:8]([CH:16]([O:26]C(=O)C(C3C=CC4C(=CC=C(OC)C=4)C=3)C)[CH2:17][C:18]3[C:23]([Cl:24])=[CH:22][N:21]=[CH:20][C:19]=3[Cl:25])[CH:9]=[CH:10][C:11]=2[O:12][CH:13]([F:15])[F:14])[CH2:3][CH2:2]1.CC(C)([O-])C.[K+].O, predict the reaction product. The product is: [CH:1]1([CH2:4][O:5][C:6]2[CH:7]=[C:8]([CH:16]([OH:26])[CH2:17][C:18]3[C:19]([Cl:25])=[CH:20][N:21]=[CH:22][C:23]=3[Cl:24])[CH:9]=[CH:10][C:11]=2[O:12][CH:13]([F:14])[F:15])[CH2:3][CH2:2]1. (5) Given the reactants [F:1][CH:2]([F:29])[C:3]1[CH:7]=[C:6]([CH:8]([F:10])[F:9])[N:5]([CH2:11][C:12]([N:14]2[CH2:19][CH2:18][C:17]([C:21]3[S:22][CH:23]=[C:24]([C:26]([OH:28])=O)[N:25]=3)([F:20])[CH2:16][CH2:15]2)=[O:13])[N:4]=1.CN[CH:32]1[C:41]2[C:36](=CC=CC=2)[CH2:35][CH2:34][CH2:33]1.[CH3:42]CN(C(C)C)C(C)C.F[P-](F)(F)(F)(F)F.Br[P+]([N:70]1[CH2:74][CH2:73][CH2:72][CH2:71]1)([N:70]1[CH2:74][CH2:73][CH2:72][CH2:71]1)[N:70]1[CH2:74][CH2:73][CH2:72][CH2:71]1, predict the reaction product. The product is: [F:29][CH:2]([F:1])[C:3]1[CH:7]=[C:6]([CH:8]([F:10])[F:9])[N:5]([CH2:11][C:12]([N:14]2[CH2:15][CH2:16][C:17]([C:21]3[S:22][CH:23]=[C:24]([C:26]([N:70]([CH3:42])[CH:74]4[C:73]5[C:33](=[CH:32][CH:41]=[CH:71][CH:72]=5)[CH2:34][CH2:35][CH2:36]4)=[O:28])[N:25]=3)([F:20])[CH2:18][CH2:19]2)=[O:13])[N:4]=1. (6) Given the reactants [CH3:1][N:2]1[CH2:11][CH2:10][C:9]2[C:4](=[CH:5][C:6]([NH2:12])=[CH:7][CH:8]=2)[CH2:3]1.Cl[C:14]1[N:19]=[C:18]2[N:20]([CH3:34])[C:21](=[O:33])[N:22]([C:25]3[C:30]([Cl:31])=[CH:29][CH:28]=[CH:27][C:26]=3[Cl:32])[C:23](=[NH:24])[C:17]2=[CH:16][N:15]=1.ClC1N=C2NC(=O)N(C3C(Cl)=CC=CC=3Cl)C(=N)C2=CN=1, predict the reaction product. The product is: [Cl:31][C:30]1[CH:29]=[CH:28][CH:27]=[C:26]([Cl:32])[C:25]=1[N:22]1[C:23](=[NH:24])[C:17]2[C:18](=[N:19][C:14]([NH:12][C:6]3[CH:5]=[C:4]4[C:9]([CH2:10][CH2:11][N:2]([CH3:1])[CH2:3]4)=[CH:8][CH:7]=3)=[N:15][CH:16]=2)[N:20]([CH3:34])[C:21]1=[O:33]. (7) Given the reactants O=P(Cl)(Cl)Cl.CN([CH:9]=[O:10])C.[CH2:11]([N:17]1[C:25]2[C:20](=[CH:21][CH:22]=[CH:23][CH:24]=2)[CH2:19][CH2:18]1)[CH2:12][CH2:13][CH2:14][CH2:15][CH3:16].C([O-])(=O)C.[Na+], predict the reaction product. The product is: [CH2:11]([N:17]1[C:25]2[C:20](=[CH:21][C:22]([CH:9]=[O:10])=[CH:23][CH:24]=2)[CH2:19][CH2:18]1)[CH2:12][CH2:13][CH2:14][CH2:15][CH3:16]. (8) The product is: [CH3:1][O:2][CH2:3][N:4]1[C:12]2[C:7](=[CH:8][C:9]([O:22][C:23]([F:25])([F:26])[F:24])=[CH:10][C:11]=2[N:13]([CH3:34])[S:14]([C:17]2[S:18][CH:19]=[CH:20][CH:21]=2)(=[O:16])=[O:15])[CH:6]=[C:5]1[C:27]([O:29][CH2:30][CH3:31])=[O:28]. Given the reactants [CH3:1][O:2][CH2:3][N:4]1[C:12]2[C:7](=[CH:8][C:9]([O:22][C:23]([F:26])([F:25])[F:24])=[CH:10][C:11]=2[NH:13][S:14]([C:17]2[S:18][CH:19]=[CH:20][CH:21]=2)(=[O:16])=[O:15])[CH:6]=[C:5]1[C:27]([O:29][CH2:30][CH3:31])=[O:28].[H-].[Na+].[CH3:34]N(C)C=O.CI, predict the reaction product. (9) Given the reactants [F:1][C:2]1[C:3]([OH:18])=[C:4]([CH2:11][CH2:12]OS(C)(=O)=O)[CH:5]=[C:6]([N+:8]([O-:10])=[O:9])[CH:7]=1.C(N(CC)CC)C.O, predict the reaction product. The product is: [F:1][C:2]1[C:3]2[O:18][CH2:12][CH2:11][C:4]=2[CH:5]=[C:6]([N+:8]([O-:10])=[O:9])[CH:7]=1.